Predict the reaction yield, written as a fraction of the theoretical maximum amount of product (1.0 means a 100% yield; for example, 0.34 means a 34% yield). From a dataset of Reaction yield outcomes from USPTO patents with 853,638 reactions. (1) The reactants are [CH3:1][N:2]([CH3:30])[CH2:3][CH2:4][N:5](C)[CH2:6][CH2:7][N:8]1[C:16]2[C:11](=[CH:12][C:13]([O:17][CH3:18])=[CH:14][CH:15]=2)[C:10]([CH:19]=[O:20])=[C:9]1[C:21]1[C:22]([CH3:28])=[N:23][N:24]([CH3:27])[C:25]=1[CH3:26].CN(C)CCN. No catalyst specified. The product is [CH3:30][N:2]([CH3:1])[CH2:3][CH2:4][NH:5][CH2:6][CH2:7][N:8]1[C:16]2[C:11](=[CH:12][C:13]([O:17][CH3:18])=[CH:14][CH:15]=2)[C:10]([CH:19]=[O:20])=[C:9]1[C:21]1[C:22]([CH3:28])=[N:23][N:24]([CH3:27])[C:25]=1[CH3:26]. The yield is 0.890. (2) The reactants are [OH:1][C:2]1[CH:7]=[CH:6][C:5]([C@@H:8]([C:14]#[C:15][CH3:16])[CH2:9][C:10]([O:12][CH3:13])=[O:11])=[CH:4][CH:3]=1.[CH2:17](Br)[C:18]1[CH:23]=[CH:22][CH:21]=[CH:20][CH:19]=1.C([O-])([O-])=O.[Cs+].[Cs+]. The catalyst is CC(C)=O. The product is [CH2:17]([O:1][C:2]1[CH:3]=[CH:4][C:5]([C@@H:8]([C:14]#[C:15][CH3:16])[CH2:9][C:10]([O:12][CH3:13])=[O:11])=[CH:6][CH:7]=1)[C:18]1[CH:23]=[CH:22][CH:21]=[CH:20][CH:19]=1. The yield is 0.950. (3) The reactants are [C:1]([O:5][C:6]([N:8]1[CH2:13][CH2:12][C:11]([CH:16]2[CH2:21][CH2:20][CH2:19][CH2:18][CH2:17]2)([CH:14]=O)[CH2:10][CH2:9]1)=[O:7])([CH3:4])([CH3:3])[CH3:2].[NH2:22][C:23]1[S:24][CH:25]=[CH:26][N:27]=1.C(O[BH-](OC(=O)C)OC(=O)C)(=O)C.[Na+]. The catalyst is C1(C)C=CC=CC=1.C(OCC)(=O)C. The product is [C:1]([O:5][C:6]([N:8]1[CH2:13][CH2:12][C:11]([CH:16]2[CH2:21][CH2:20][CH2:19][CH2:18][CH2:17]2)([CH2:14][NH:22][C:23]2[S:24][CH:25]=[CH:26][N:27]=2)[CH2:10][CH2:9]1)=[O:7])([CH3:4])([CH3:3])[CH3:2]. The yield is 0.820. (4) The reactants are BrC1C=C(OC)C(N2CCN(C)CC2)=NC=1.Cl[C:18]1[CH:23]=[C:22]([O:24][CH3:25])[CH:21]=[CH:20][N:19]=1.[CH3:26][C@@H:27]1[NH:32][CH2:31][CH2:30][N:29]([C:33]([O:35][C:36]([CH3:39])([CH3:38])[CH3:37])=[O:34])[CH2:28]1. No catalyst specified. The product is [CH3:25][O:24][C:22]1[CH:21]=[CH:20][N:19]=[C:18]([N:32]2[CH2:31][CH2:30][N:29]([C:33]([O:35][C:36]([CH3:39])([CH3:38])[CH3:37])=[O:34])[CH2:28][C@@H:27]2[CH3:26])[CH:23]=1. The yield is 0.500. (5) The reactants are [CH:1]1([CH2:4][O:5][CH:6]2[CH2:11][CH2:10][NH:9][CH2:8][CH2:7]2)[CH2:3][CH2:2]1.Cl[CH2:13][CH2:14][CH2:15][N:16]1[C:21]2[C:22]([F:27])=[C:23]([F:26])[CH:24]=[CH:25][C:20]=2[O:19][CH2:18][C:17]1=[O:28].C([O-])([O-])=O.[K+].[K+]. No catalyst specified. The product is [CH:1]1([CH2:4][O:5][CH:6]2[CH2:11][CH2:10][N:9]([CH2:13][CH2:14][CH2:15][N:16]3[C:21]4[C:22]([F:27])=[C:23]([F:26])[CH:24]=[CH:25][C:20]=4[O:19][CH2:18][C:17]3=[O:28])[CH2:8][CH2:7]2)[CH2:2][CH2:3]1. The yield is 0.540. (6) The reactants are [C:1]([O:5][C:6]([NH:8][C@H:9]1[CH2:14][C@@H:13]([C:15]([F:18])([F:17])[F:16])[CH2:12][N:11]([C:19]2[CH:24]=[CH:23][N:22]=[CH:21][C:20]=2[NH:25][C:26]([C:28]2[C:37]([NH:38]C(=O)OCC3C=CC=CC=3)=[CH:36][C:35]3[C:30](=[CH:31][C:32]([C:49]4[CH2:50][CH2:51][N:52]([CH3:55])[CH2:53][CH:54]=4)=[CH:33][CH:34]=3)[N:29]=2)=[O:27])[CH2:10]1)=[O:7])([CH3:4])([CH3:3])[CH3:2].[H][H]. The catalyst is CO.[Pd]. The product is [NH2:38][C:37]1[C:28]([C:26]([NH:25][C:20]2[CH:21]=[N:22][CH:23]=[CH:24][C:19]=2[N:11]2[CH2:12][C@H:13]([C:15]([F:18])([F:16])[F:17])[CH2:14][C@H:9]([NH:8][C:6](=[O:7])[O:5][C:1]([CH3:3])([CH3:2])[CH3:4])[CH2:10]2)=[O:27])=[N:29][C:30]2[C:35]([CH:36]=1)=[CH:34][CH:33]=[C:32]([CH:49]1[CH2:50][CH2:51][N:52]([CH3:55])[CH2:53][CH2:54]1)[CH:31]=2. The yield is 0.790. (7) The reactants are [O:1]1[C:6]2[CH:7]=[CH:8][CH:9]=[C:10]([CH2:11]Cl)[C:5]=2[O:4][CH2:3][CH2:2]1.[C-:13]#[N:14].[Na+].CS(C)=O. The catalyst is C(OCC)(=O)C. The product is [O:1]1[C:6]2[CH:7]=[CH:8][CH:9]=[C:10]([CH2:11][C:13]#[N:14])[C:5]=2[O:4][CH2:3][CH2:2]1. The yield is 0.680.